This data is from Full USPTO retrosynthesis dataset with 1.9M reactions from patents (1976-2016). The task is: Predict the reactants needed to synthesize the given product. (1) The reactants are: C([Li])CCC.[CH3:6][O:7][C:8]1[C:17]2[C:12](=[CH:13][CH:14]=[CH:15][CH:16]=2)[C:11]([O:18][CH3:19])=[CH:10][C:9]=1[CH2:20][OH:21].[Br:22]C(F)(F)C(F)(F)Br.O. Given the product [CH3:6][O:7][C:8]1[C:17]2[C:12](=[CH:13][CH:14]=[CH:15][CH:16]=2)[C:11]([O:18][CH3:19])=[C:10]([Br:22])[C:9]=1[CH2:20][OH:21], predict the reactants needed to synthesize it. (2) Given the product [N:1]1[CH:6]=[CH:5][CH:4]=[CH:3][C:2]=1[NH:7][C:8]1[S:9][C:10]([CH2:13][NH:21][C:18]2[CH:19]=[CH:20][C:15]([NH2:22])=[CH:16][CH:17]=2)=[CH:11][N:12]=1, predict the reactants needed to synthesize it. The reactants are: [N:1]1[CH:6]=[CH:5][CH:4]=[CH:3][C:2]=1[NH:7][C:8]1[S:9][C:10]([CH:13]=O)=[CH:11][N:12]=1.[C:15]1([NH2:22])[CH:20]=[CH:19][C:18]([NH2:21])=[CH:17][CH:16]=1.C([SiH](CC)CC)C. (3) Given the product [ClH:43].[N:1]1([CH2:6][CH2:7][NH:8][C:9]2[N:14]=[C:13]([C@@H:15]([NH2:25])[CH2:16][C:17]3[CH:22]=[C:21]([F:23])[CH:20]=[C:19]([F:24])[CH:18]=3)[C:12]([C:33]3[CH:38]=[CH:37][C:36]([F:39])=[C:35]([CH:34]=3)[C:40]([NH2:41])=[O:42])=[CH:11][N:10]=2)[CH:5]=[CH:4][N:3]=[N:2]1, predict the reactants needed to synthesize it. The reactants are: [N:1]1([CH2:6][CH2:7][NH:8][C:9]2[N:14]=[C:13]([C@@H:15]([NH:25]C(=O)OC(C)(C)C)[CH2:16][C:17]3[CH:22]=[C:21]([F:23])[CH:20]=[C:19]([F:24])[CH:18]=3)[C:12]([C:33]3[CH:38]=[CH:37][C:36]([F:39])=[C:35]([C:40](=[O:42])[NH2:41])[CH:34]=3)=[CH:11][N:10]=2)[CH:5]=[CH:4][N:3]=[N:2]1.[ClH:43]. (4) Given the product [CH2:1]1[C:9]2[C:4](=[CH:5][CH:6]=[CH:7][CH:8]=2)[CH2:3][N:2]1[C:11]([NH:10][C:13]1[CH:22]=[CH:21][C:16]([C:17]([O:19][CH3:20])=[O:18])=[CH:15][CH:14]=1)=[O:12], predict the reactants needed to synthesize it. The reactants are: [CH2:1]1[C:9]2[C:4](=[CH:5][CH:6]=[CH:7][CH:8]=2)[CH2:3][NH:2]1.[N:10]([C:13]1[CH:22]=[CH:21][C:16]([C:17]([O:19][CH3:20])=[O:18])=[CH:15][CH:14]=1)=[C:11]=[O:12].